From a dataset of Full USPTO retrosynthesis dataset with 1.9M reactions from patents (1976-2016). Predict the reactants needed to synthesize the given product. (1) Given the product [Cl:1][C:2]1[CH:3]=[C:4]([C:9]([C:12]2[N:16]([C:17]3[CH:22]=[CH:21][C:20]([F:23])=[C:19]([O:24][CH3:25])[CH:18]=3)[C:15]([S:26][CH2:27][C:28]3[CH:29]=[CH:30][C:31]([CH2:38][CH2:39][CH2:40][NH:44][C:43]([NH2:52])=[NH:42])=[C:32]([CH:37]=3)[C:33]([O:35][CH3:36])=[O:34])=[N:14][CH:13]=2)([CH3:10])[CH3:11])[CH:5]=[CH:6][C:7]=1[Cl:8], predict the reactants needed to synthesize it. The reactants are: [Cl:1][C:2]1[CH:3]=[C:4]([C:9]([C:12]2[N:16]([C:17]3[CH:22]=[CH:21][C:20]([F:23])=[C:19]([O:24][CH3:25])[CH:18]=3)[C:15]([S:26][CH2:27][C:28]3[CH:29]=[CH:30][C:31]([CH2:38][CH2:39][CH2:40]O)=[C:32]([CH:37]=3)[C:33]([O:35][CH3:36])=[O:34])=[N:14][CH:13]=2)([CH3:11])[CH3:10])[CH:5]=[CH:6][C:7]=1[Cl:8].[NH2:42][C:43](=[N:52]C(=O)OC(C)(C)C)[NH:44]C(OC(C)(C)C)=O.C1(P(C2C=CC=CC=2)C2C=CC=CC=2)C=CC=CC=1.CC(OC(/N=N/C(OC(C)C)=O)=O)C. (2) Given the product [Cl:1][C:2]1[CH:3]=[CH:4][C:5]([C:8]2[C:13]([O:14][CH2:15][C:16]([F:17])([F:19])[F:18])=[CH:12][N:11]=[C:10]([C:20]([NH:32][CH2:31][C:28]3[CH:27]=[C:26]([CH:24]([CH3:25])[CH3:23])[O:30][N:29]=3)=[O:22])[CH:9]=2)=[CH:6][CH:7]=1, predict the reactants needed to synthesize it. The reactants are: [Cl:1][C:2]1[CH:7]=[CH:6][C:5]([C:8]2[C:13]([O:14][CH2:15][C:16]([F:19])([F:18])[F:17])=[CH:12][N:11]=[C:10]([C:20]([OH:22])=O)[CH:9]=2)=[CH:4][CH:3]=1.[CH3:23][CH:24]([C:26]1[O:30][N:29]=[C:28]([CH2:31][NH2:32])[CH:27]=1)[CH3:25]. (3) Given the product [ClH:1].[Cl:1][C:2]1[CH:3]=[CH:4][C:5]([S:9][C:10]2[CH:15]=[CH:14][C:13]([Cl:16])=[CH:12][CH:11]=2)=[C:6]([NH:8][NH2:17])[CH:7]=1, predict the reactants needed to synthesize it. The reactants are: [Cl:1][C:2]1[CH:3]=[CH:4][C:5]([S:9][C:10]2[CH:15]=[CH:14][C:13]([Cl:16])=[CH:12][CH:11]=2)=[C:6]([NH2:8])[CH:7]=1.[N:17]([O-])=O.[Na+].Cl[Sn]Cl.Cl. (4) Given the product [CH3:1][O:2][C:3]1[CH:4]=[C:5]2[C:11](=[CH:12][CH:13]=1)[CH:10]1[CH2:14][CH:6]2[CH2:7][CH2:8][NH:9]1, predict the reactants needed to synthesize it. The reactants are: [CH3:1][O:2][C:3]1[CH:4]=[C:5]2[C:11](=[CH:12][CH:13]=1)[CH:10]1[CH2:14][CH:6]2[CH2:7][C:8](=O)[NH:9]1.Cl. (5) Given the product [CH3:39][C:37]1[CH:36]=[N:35][C:34]2[NH:40][C:41]3[C:56]([C:33]=2[CH:38]=1)=[CH:55][CH:54]=[C:43]([C:44]([NH:46][CH:47]1[CH2:52][CH2:51][N:50]([CH3:53])[CH2:49][CH2:48]1)=[O:45])[C:42]=3[CH3:57], predict the reactants needed to synthesize it. The reactants are: C1(P(C2CCCCC2)C2C=CC=CC=2C2C=CC=CC=2)CCCCC1.CN(C)C(=O)C.Br[C:33]1[C:34]([NH:40][C:41]2[C:42]([CH3:57])=[C:43]([CH:54]=[CH:55][CH:56]=2)[C:44]([NH:46][CH:47]2[CH2:52][CH2:51][N:50]([CH3:53])[CH2:49][CH2:48]2)=[O:45])=[N:35][CH:36]=[C:37]([CH3:39])[CH:38]=1.C1CCN2C(=NCCC2)CC1. (6) The reactants are: [NH:1]([C:3]1[CH:4]=[CH:5][C:6]2[C:14]3[CH:9]([CH:10]([CH3:15])[CH:11]=[CH:12][CH:13]=3)[NH:8][C:7]=2[N:16]=1)[NH2:2].[C:17]([C:20]1[CH:21]=[N:22][CH:23]=[CH:24][CH:25]=1)(=O)[CH3:18]. Given the product [CH3:15][CH:10]1[CH:9]2[C:14]([C:6]3[CH:5]=[CH:4][C:3]([NH:1]/[N:2]=[C:17](\[C:20]4[CH:21]=[N:22][CH:23]=[CH:24][CH:25]=4)/[CH3:18])=[N:16][C:7]=3[NH:8]2)=[CH:13][CH:12]=[CH:11]1, predict the reactants needed to synthesize it.